Predict the product of the given reaction. From a dataset of Forward reaction prediction with 1.9M reactions from USPTO patents (1976-2016). Given the reactants [CH3:1][C:2]1[C:6]([C:7]([O:9][CH2:10][CH3:11])=[O:8])=[CH:5][NH:4][CH:3]=1.C(=O)([O-])[O-].[K+].[K+].[Cl:18][C:19]1[N:24]=C(Cl)[C:22]([F:26])=[CH:21][N:20]=1.C(#[N:29])C, predict the reaction product. The product is: [Cl:18][C:19]1[N:24]=[C:3]([N:4]2[CH:5]=[C:6]([C:7]([O:9][CH2:10][CH3:11])=[O:8])[C:2]([CH3:1])=[N:29]2)[C:22]([F:26])=[CH:21][N:20]=1.